From a dataset of Full USPTO retrosynthesis dataset with 1.9M reactions from patents (1976-2016). Predict the reactants needed to synthesize the given product. (1) Given the product [CH3:24][O:23][C:7]1[C:8]([CH3:22])=[C:9]2[C:4]([C:1]([OH:3])=[CH:2][C:11]([C:13]3[S:14][CH:15]=[C:16]([C:18]([F:21])([F:20])[F:19])[N:17]=3)=[N:10]2)=[CH:5][CH:6]=1, predict the reactants needed to synthesize it. The reactants are: [C:1]([C:4]1[C:9]([NH:10][C:11]([C:13]2[S:14][CH:15]=[C:16]([C:18]([F:21])([F:20])[F:19])[N:17]=2)=O)=[C:8]([CH3:22])[C:7]([O:23][CH3:24])=[CH:6][CH:5]=1)(=[O:3])[CH3:2].C(C1N=C(C2C=C(O)C3C(=CC(OC)=CC=3)N=2)SC=1)(C)C. (2) Given the product [C:10]([C:2]1[CH:3]=[C:4]([CH:7]=[CH:8][CH:9]=1)[CH:5]=[O:6])#[C:11][CH2:12][CH2:13][CH2:14][CH3:15], predict the reactants needed to synthesize it. The reactants are: Br[C:2]1[CH:3]=[C:4]([CH:7]=[CH:8][CH:9]=1)[CH:5]=[O:6].[CH:10]#[C:11][CH2:12][CH2:13][CH2:14][CH3:15].